Dataset: Full USPTO retrosynthesis dataset with 1.9M reactions from patents (1976-2016). Task: Predict the reactants needed to synthesize the given product. (1) The reactants are: Br[C:2]1[CH:3]=[C:4]2[C:9]([NH:10][C@H:11]3[C@@H:15]([CH3:16])[CH2:14][N:13]([S:17]([CH3:20])(=[O:19])=[O:18])[CH2:12]3)=[C:8]([C:21]([NH2:23])=[O:22])[CH:7]=[N:6][N:5]2[CH:24]=1.[CH3:25][NH:26][C:27](=[O:43])[C:28]1[CH:33]=[CH:32][C:31](B2OC(C)(C)C(C)(C)O2)=[CH:30][N:29]=1. Given the product [CH3:16][C@H:15]1[CH2:14][N:13]([S:17]([CH3:20])(=[O:19])=[O:18])[CH2:12][C@H:11]1[NH:10][C:9]1[C:4]2[N:5]([CH:24]=[C:2]([C:31]3[CH:30]=[N:29][C:28]([C:27](=[O:43])[NH:26][CH3:25])=[CH:33][CH:32]=3)[CH:3]=2)[N:6]=[CH:7][C:8]=1[C:21]([NH2:23])=[O:22], predict the reactants needed to synthesize it. (2) The reactants are: [F:1][C:2]1[CH:3]=[C:4]2[C:8](=[CH:9][CH:10]=1)[NH:7][CH:6]=[C:5]2[CH2:11][CH:12]1[CH:17]=[CH:16][CH2:15][NH:14][CH2:13]1.[C:18](O[C:18]([O:20][C:21]([CH3:24])([CH3:23])[CH3:22])=[O:19])([O:20][C:21]([CH3:24])([CH3:23])[CH3:22])=[O:19]. Given the product [F:1][C:2]1[CH:3]=[C:4]2[C:8](=[CH:9][CH:10]=1)[NH:7][CH:6]=[C:5]2[CH2:11][C:12]1[CH2:13][N:14]([C:18]([O:20][C:21]([CH3:24])([CH3:23])[CH3:22])=[O:19])[CH2:15][CH2:16][CH:17]=1, predict the reactants needed to synthesize it. (3) Given the product [Cl:25][C:22]1[CH:21]=[CH:20][C:19]([CH2:18][N:14]2[C:15]3[C:16](=[O:17])[N:8]([CH2:7][C:6]([OH:40])=[O:5])[C:9](=[O:39])[N:10]([CH3:38])[C:11]=3[N:12]=[C:13]2[O:26][C:27]2[CH:32]=[CH:31][CH:30]=[C:29]([O:33][C:34]([F:37])([F:35])[F:36])[CH:28]=2)=[CH:24][CH:23]=1, predict the reactants needed to synthesize it. The reactants are: C([O:5][C:6](=[O:40])[CH2:7][N:8]1[C:16](=[O:17])[C:15]2[N:14]([CH2:18][C:19]3[CH:24]=[CH:23][C:22]([Cl:25])=[CH:21][CH:20]=3)[C:13]([O:26][C:27]3[CH:32]=[CH:31][CH:30]=[C:29]([O:33][C:34]([F:37])([F:36])[F:35])[CH:28]=3)=[N:12][C:11]=2[N:10]([CH3:38])[C:9]1=[O:39])(C)(C)C.C(O)(C(F)(F)F)=O. (4) Given the product [Br:1][C:10]1[CH:11]=[CH:12][C:5]([O:4][CH3:3])=[C:6]([CH:9]=1)[C:7]#[N:8], predict the reactants needed to synthesize it. The reactants are: [Br:1]Br.[CH3:3][O:4][C:5]1[CH:12]=[CH:11][CH:10]=[CH:9][C:6]=1[C:7]#[N:8].